From a dataset of Catalyst prediction with 721,799 reactions and 888 catalyst types from USPTO. Predict which catalyst facilitates the given reaction. (1) Reactant: [CH2:1]([N:8]1[CH2:13][CH2:12][N:11]([CH2:14][CH2:15][C:16]2([CH2:21][NH2:22])[CH2:20][CH2:19][CH2:18][CH2:17]2)[CH2:10][CH2:9]1)[C:2]1[CH:7]=[CH:6][CH:5]=[CH:4][CH:3]=1.[Cl:23][CH2:24][CH2:25][CH2:26][C:27](Cl)=[O:28].[OH-].[Na+]. Product: [CH2:1]([N:8]1[CH2:9][CH2:10][N:11]([CH2:14][CH2:15][C:16]2([CH2:21][NH:22][C:27](=[O:28])[CH2:26][CH2:25][CH2:24][Cl:23])[CH2:20][CH2:19][CH2:18][CH2:17]2)[CH2:12][CH2:13]1)[C:2]1[CH:3]=[CH:4][CH:5]=[CH:6][CH:7]=1. The catalyst class is: 7. (2) Reactant: [NH2:1][C:2]1[N:7]([C:8]2[CH:13]=[CH:12][C:11]([OH:14])=[CH:10][CH:9]=2)[C:6](=[O:15])[CH:5]=[CH:4][C:3]=1[C:16](=[O:24])[C:17]1[CH:22]=[CH:21][C:20]([F:23])=[CH:19][CH:18]=1.Br[CH2:26][C:27]([NH:29][C@H:30]([C:35]([O:37][CH:38]1[CH2:42][CH2:41][CH2:40][CH2:39]1)=[O:36])[CH2:31][CH:32]([CH3:34])[CH3:33])=[O:28].C(=O)([O-])[O-].[K+].[K+].O. Product: [NH2:1][C:2]1[N:7]([C:8]2[CH:9]=[CH:10][C:11]([O:14][CH2:26][C:27]([NH:29][C@H:30]([C:35]([O:37][CH:38]3[CH2:42][CH2:41][CH2:40][CH2:39]3)=[O:36])[CH2:31][CH:32]([CH3:34])[CH3:33])=[O:28])=[CH:12][CH:13]=2)[C:6](=[O:15])[CH:5]=[CH:4][C:3]=1[C:16](=[O:24])[C:17]1[CH:18]=[CH:19][C:20]([F:23])=[CH:21][CH:22]=1. The catalyst class is: 3.